This data is from Reaction yield outcomes from USPTO patents with 853,638 reactions. The task is: Predict the reaction yield, written as a fraction of the theoretical maximum amount of product (1.0 means a 100% yield; for example, 0.34 means a 34% yield). (1) The reactants are [NH2:1][C:2]1[CH:3]=[C:4]([N:8]2[C:12]3=[N:13][CH:14]=[N:15][C:16]([NH2:17])=[C:11]3[CH:10]=[N:9]2)[CH:5]=[CH:6][CH:7]=1.[CH3:18][CH:19]([CH2:24][CH3:25])[CH2:20][C:21](O)=[O:22].Cl.CN(C)CCCN=C=NCC.ON1C2C=CC=CC=2N=N1. The catalyst is CN(C=O)C.CO. The product is [NH2:17][C:16]1[N:15]=[CH:14][N:13]=[C:12]2[N:8]([C:4]3[CH:3]=[C:2]([NH:1][C:21](=[O:22])[CH2:20][CH:19]([CH3:18])[CH2:24][CH3:25])[CH:7]=[CH:6][CH:5]=3)[N:9]=[CH:10][C:11]=12. The yield is 0.540. (2) The reactants are C[O:2][C:3](=O)[CH2:4][C:5]([CH2:10][CH3:11])([CH2:8][CH3:9])[CH2:6][CH3:7].[H-].[H-].[H-].[H-].[Li+].[Al+3]. The catalyst is O1CCCC1. The product is [CH2:6]([C:5]([CH2:10][CH3:11])([CH2:8][CH3:9])[CH2:4][CH2:3][OH:2])[CH3:7]. The yield is 0.900. (3) The reactants are C(OC([N:8]1[CH2:12][C@H:11]([OH:13])[CH2:10][C@H:9]1[C:14]([NH:16][C@:17]1([C:22]([O:24][CH2:25][CH3:26])=[O:23])[CH2:19][C@H:18]1[CH:20]=[CH2:21])=[O:15])=O)(C)(C)C.[ClH:27].O1CCOCC1. No catalyst specified. The product is [ClH:27].[OH:13][C@H:11]1[CH2:12][NH:8][C@H:9]([C:14]([NH:16][C@:17]2([C:22]([O:24][CH2:25][CH3:26])=[O:23])[CH2:19][C@H:18]2[CH:20]=[CH2:21])=[O:15])[CH2:10]1. The yield is 0.970. (4) The reactants are [CH:1]1[C:12]2=[C:13]3[CH:8]([CH2:9][CH2:10][CH2:11]2)[CH2:7][CH2:6][CH2:5][C:4]3=[CH:3][C:2]=1[NH2:14].I[C:16]1[CH:26]=[CH:25][C:19]([C:20]([O:22][CH2:23][CH3:24])=[O:21])=[CH:18][CH:17]=1.C1(P(C2C=CC=CC=2)C2C=CC3C(=CC=CC=3)C=2C2C3C(=CC=CC=3)C=CC=2P(C2C=CC=CC=2)C2C=CC=CC=2)C=CC=CC=1.C(=O)([O-])[O-].[Cs+].[Cs+]. The catalyst is C1(C)C=CC=CC=1.C1C=CC(/C=C/C(/C=C/C2C=CC=CC=2)=O)=CC=1.C1C=CC(/C=C/C(/C=C/C2C=CC=CC=2)=O)=CC=1.C1C=CC(/C=C/C(/C=C/C2C=CC=CC=2)=O)=CC=1.[Pd].[Pd]. The product is [CH:1]1[C:12]2=[C:13]3[CH:8]([CH2:9][CH2:10][CH2:11]2)[CH2:7][CH2:6][CH2:5][C:4]3=[CH:3][C:2]=1[NH:14][C:16]1[CH:26]=[CH:25][C:19]([C:20]([O:22][CH2:23][CH3:24])=[O:21])=[CH:18][CH:17]=1. The yield is 0.360. (5) The reactants are [CH2:1]([S:8][CH:9]([CH:36]([O:39][CH3:40])[O:37][CH3:38])[CH2:10][NH:11][C:12]([C:14]1[N:15]([CH2:33][O:34][CH3:35])[C:16]2[C:21]([CH:22]=1)=[CH:20][CH:19]=[CH:18][C:17]=2[NH:23][S:24]([C:27]1[CH:32]=[CH:31][CH:30]=[CH:29][N:28]=1)(=[O:26])=[O:25])=[O:13])[C:2]1[CH:7]=[CH:6][CH:5]=[CH:4][CH:3]=1.[C:41](=O)([O-])[O-].[K+].[K+].CI. The catalyst is CN(C)C=O.C(OCC)(=O)C. The product is [CH2:1]([S:8][CH:9]([CH:36]([O:39][CH3:40])[O:37][CH3:38])[CH2:10][NH:11][C:12]([C:14]1[N:15]([CH2:33][O:34][CH3:35])[C:16]2[C:21]([CH:22]=1)=[CH:20][CH:19]=[CH:18][C:17]=2[N:23]([CH3:41])[S:24]([C:27]1[CH:32]=[CH:31][CH:30]=[CH:29][N:28]=1)(=[O:26])=[O:25])=[O:13])[C:2]1[CH:3]=[CH:4][CH:5]=[CH:6][CH:7]=1. The yield is 1.00. (6) The reactants are [Br:1][C:2]1[CH:9]=[CH:8][C:5]([C:6]#[N:7])=[C:4]([F:10])[CH:3]=1.[CH3:11][Mg]Br.CO.[BH4-].[Na+]. The catalyst is C1COCC1.C(OCC)C. The product is [Br:1][C:2]1[CH:9]=[CH:8][C:5]([CH:6]([NH2:7])[CH3:11])=[C:4]([F:10])[CH:3]=1. The yield is 0.440. (7) The reactants are C1C=CC2N(O)N=NC=2C=1.C(Cl)CCl.[Cl:15][C:16]1[CH:21]=[CH:20][C:19]([C:22]2[N:23]=[C:24]([CH2:27][C:28]([OH:30])=O)[S:25][CH:26]=2)=[CH:18][CH:17]=1.Cl.[CH3:32][NH:33][O:34][CH3:35].C(N(CC)CC)C. The catalyst is CN(C=O)C.O. The product is [Cl:15][C:16]1[CH:21]=[CH:20][C:19]([C:22]2[N:23]=[C:24]([CH2:27][C:28]([N:33]([O:34][CH3:35])[CH3:32])=[O:30])[S:25][CH:26]=2)=[CH:18][CH:17]=1. The yield is 0.850.